This data is from Cav3 T-type calcium channel HTS with 100,875 compounds. The task is: Binary Classification. Given a drug SMILES string, predict its activity (active/inactive) in a high-throughput screening assay against a specified biological target. The drug is Fc1ccc(N2CCN(CC2)CC(=O)Nc2c(OC)ccc(c2)C)cc1. The result is 0 (inactive).